From a dataset of NCI-60 drug combinations with 297,098 pairs across 59 cell lines. Regression. Given two drug SMILES strings and cell line genomic features, predict the synergy score measuring deviation from expected non-interaction effect. (1) Drug 1: C1=CC(=C2C(=C1NCCNCCO)C(=O)C3=C(C=CC(=C3C2=O)O)O)NCCNCCO. Drug 2: CCCS(=O)(=O)NC1=C(C(=C(C=C1)F)C(=O)C2=CNC3=C2C=C(C=N3)C4=CC=C(C=C4)Cl)F. Cell line: HL-60(TB). Synergy scores: CSS=55.8, Synergy_ZIP=3.78, Synergy_Bliss=4.99, Synergy_Loewe=-31.9, Synergy_HSA=1.30. (2) Drug 1: C1=C(C(=O)NC(=O)N1)F. Drug 2: CC1C(C(CC(O1)OC2CC(OC(C2O)C)OC3=CC4=CC5=C(C(=O)C(C(C5)C(C(=O)C(C(C)O)O)OC)OC6CC(C(C(O6)C)O)OC7CC(C(C(O7)C)O)OC8CC(C(C(O8)C)O)(C)O)C(=C4C(=C3C)O)O)O)O. Cell line: SK-MEL-5. Synergy scores: CSS=36.3, Synergy_ZIP=-4.68, Synergy_Bliss=-10.5, Synergy_Loewe=-10.9, Synergy_HSA=-10.9. (3) Drug 1: C1CN1C2=NC(=NC(=N2)N3CC3)N4CC4. Drug 2: COCCOC1=C(C=C2C(=C1)C(=NC=N2)NC3=CC=CC(=C3)C#C)OCCOC.Cl. Cell line: SK-OV-3. Synergy scores: CSS=26.7, Synergy_ZIP=-9.31, Synergy_Bliss=-0.0101, Synergy_Loewe=-0.109, Synergy_HSA=0.201. (4) Drug 1: CN(C)C1=NC(=NC(=N1)N(C)C)N(C)C. Drug 2: CC12CCC3C(C1CCC2OP(=O)(O)O)CCC4=C3C=CC(=C4)OC(=O)N(CCCl)CCCl.[Na+]. Cell line: MALME-3M. Synergy scores: CSS=-9.01, Synergy_ZIP=9.23, Synergy_Bliss=-6.27, Synergy_Loewe=-14.4, Synergy_HSA=-12.0. (5) Drug 1: C1=NC2=C(N1)C(=S)N=C(N2)N. Drug 2: CC(C1=C(C=CC(=C1Cl)F)Cl)OC2=C(N=CC(=C2)C3=CN(N=C3)C4CCNCC4)N. Cell line: M14. Synergy scores: CSS=36.7, Synergy_ZIP=1.25, Synergy_Bliss=1.61, Synergy_Loewe=-3.78, Synergy_HSA=-1.10. (6) Drug 1: COC1=NC(=NC2=C1N=CN2C3C(C(C(O3)CO)O)O)N. Cell line: K-562. Synergy scores: CSS=36.1, Synergy_ZIP=0.455, Synergy_Bliss=-2.73, Synergy_Loewe=-24.0, Synergy_HSA=-5.77. Drug 2: N.N.Cl[Pt+2]Cl.